From a dataset of Reaction yield outcomes from USPTO patents with 853,638 reactions. Predict the reaction yield, written as a fraction of the theoretical maximum amount of product (1.0 means a 100% yield; for example, 0.34 means a 34% yield). (1) The reactants are [Br:1][C:2]1[C:3]([C:9]([OH:11])=[O:10])=[N:4][C:5]([CH3:8])=[CH:6][CH:7]=1.S(Cl)(Cl)=O.[CH3:16]O. No catalyst specified. The product is [Br:1][C:2]1[C:3]([C:9]([O:11][CH3:16])=[O:10])=[N:4][C:5]([CH3:8])=[CH:6][CH:7]=1. The yield is 0.400. (2) The reactants are C1(P(C2C=CC=CC=2)C2C=CC=CC=2)C=CC=CC=1.BrN1C(=O)CCC1=O.[CH:28]1([CH2:33]/[CH:34]=[C:35](\[C:39]2[CH:44]=[CH:43][C:42]([N:45]3[C:49]([CH3:50])=[N:48][N:47]=[N:46]3)=[C:41]([C:51]([F:54])([F:53])[F:52])[CH:40]=2)/[C:36]([OH:38])=O)[CH2:32][CH2:31][CH2:30][CH2:29]1.[NH2:55][C:56]1[S:57][CH:58]=[CH:59][N:60]=1. The catalyst is C(Cl)Cl. The product is [S:57]1[CH:58]=[CH:59][N:60]=[C:56]1[NH:55][C:36](=[O:38])/[C:35](/[C:39]1[CH:44]=[CH:43][C:42]([N:45]2[C:49]([CH3:50])=[N:48][N:47]=[N:46]2)=[C:41]([C:51]([F:54])([F:52])[F:53])[CH:40]=1)=[CH:34]/[CH2:33][CH:28]1[CH2:29][CH2:30][CH2:31][CH2:32]1. The yield is 0.130. (3) The reactants are [Br:1][C:2]1[CH:3]=[C:4]2[C:14](=[CH:15][CH:16]=1)[O:13][C:7]1([CH2:12][CH2:11][CH2:10][O:9][CH2:8]1)[CH2:6][C:5]2=O.C[Si]([N:22]=[C:23]=[N:24][Si](C)(C)C)(C)C. The catalyst is C(Cl)Cl.Cl[Ti](Cl)(Cl)Cl. The product is [Br:1][C:2]1[CH:3]=[C:4]2[C:14](=[CH:15][CH:16]=1)[O:13][C:7]1([CH2:12][CH2:11][CH2:10][O:9][CH2:8]1)[CH2:6]/[C:5]/2=[N:24]\[C:23]#[N:22]. The yield is 0.900. (4) The reactants are Br[C:2]1[CH:13]=[CH:12][C:5]([CH2:6][CH:7]2[O:11][CH2:10][CH2:9][O:8]2)=[CH:4][CH:3]=1.B(O)(O)[C:15]1[CH:20]=[CH:19][CH:18]=[C:17]([CH:21]=[O:22])[CH:16]=1.C(=O)([O-])[O-].[Na+].[Na+].[BH4-].[Na+]. The catalyst is O1CCOCC1.O.CO. The product is [O:8]1[CH2:9][CH2:10][O:11][CH:7]1[CH2:6][C:5]1[CH:12]=[CH:13][C:2]([C:15]2[CH:20]=[CH:19][CH:18]=[C:17]([CH2:21][OH:22])[CH:16]=2)=[CH:3][CH:4]=1. The yield is 0.520. (5) The reactants are Cl[C:2]1C=CC=C(C(OO)=O)C=1.[CH:12]([N:15]1[C:19](SC)=[N:18][N:17]=[C:16]1[C:22]1[CH:27]=[C:26]([CH:28]([CH3:30])[CH3:29])[C:25]([O:31][CH2:32][O:33][CH3:34])=[CH:24][C:23]=1[O:35][CH2:36][O:37][CH3:38])([CH3:14])[CH3:13].[S:39]([O-:43])([O-])(=[O:41])=S.[Na+].[Na+].C(=O)([O-])O.[Na+]. The catalyst is C(Cl)Cl. The product is [CH:12]([N:15]1[C:19]([S:39]([CH3:2])(=[O:43])=[O:41])=[N:18][N:17]=[C:16]1[C:22]1[CH:27]=[C:26]([CH:28]([CH3:29])[CH3:30])[C:25]([O:31][CH2:32][O:33][CH3:34])=[CH:24][C:23]=1[O:35][CH2:36][O:37][CH3:38])([CH3:13])[CH3:14]. The yield is 0.790. (6) The reactants are [CH:1]1([N:8]2[C:12]3[N:13]=[C:14]([NH:17][C:18]4[CH:23]=[CH:22][C:21]([N:24]5[C:29](=[O:30])[CH2:28][C@H:27]6[CH2:31][NH:32][CH2:33][C@H:26]6[CH2:25]5)=[CH:20][N:19]=4)[N:15]=[CH:16][C:11]=3[CH:10]=[C:9]2[C:34]([N:36]([CH3:38])[CH3:37])=[O:35])[CH2:7][CH2:6][CH2:5][CH2:4][CH2:3][CH2:2]1.[CH2:39]=O.[Na]. The catalyst is C1COCC1. The product is [CH:1]1([N:8]2[C:12]3[N:13]=[C:14]([NH:17][C:18]4[CH:23]=[CH:22][C:21]([N:24]5[C:29](=[O:30])[CH2:28][C@H:27]6[CH2:31][N:32]([CH3:39])[CH2:33][C@H:26]6[CH2:25]5)=[CH:20][N:19]=4)[N:15]=[CH:16][C:11]=3[CH:10]=[C:9]2[C:34]([N:36]([CH3:38])[CH3:37])=[O:35])[CH2:7][CH2:6][CH2:5][CH2:4][CH2:3][CH2:2]1. The yield is 1.00. (7) The reactants are [H-].[Na+].[NH:3]1[CH:7]=[CH:6][C:5]([N:8]2C(=O)C3C(=CC=CC=3)C2=O)=[N:4]1.Cl[CH2:20][C:21]1[CH:26]=[CH:25][N:24]=[CH:23][CH:22]=1. The catalyst is CN(C=O)C. The product is [N:24]1[CH:25]=[CH:26][C:21]([CH2:20][N:3]2[CH:7]=[CH:6][C:5]([NH2:8])=[N:4]2)=[CH:22][CH:23]=1. The yield is 0.830. (8) The reactants are [CH2:1]([O:8][CH:9]1[CH2:14][CH2:13][C:12](=[O:15])[CH:11]([F:16])[CH2:10]1)[C:2]1[CH:7]=[CH:6][CH:5]=[CH:4][CH:3]=1.[BH4-].[Na+].Cl. The catalyst is CO. The product is [CH2:1]([O:8][CH:9]1[CH2:14][CH2:13][CH:12]([OH:15])[CH:11]([F:16])[CH2:10]1)[C:2]1[CH:3]=[CH:4][CH:5]=[CH:6][CH:7]=1. The yield is 0.930. (9) The reactants are [C:1]([O:5][C:6]([N:8]1[CH2:13][CH2:12][NH:11][CH2:10][CH2:9]1)=[O:7])([CH3:4])([CH3:3])[CH3:2].[N+:14]([C:17]1[CH:22]=[CH:21][CH:20]=[CH:19][C:18]=1[S:23](Cl)(=[O:25])=[O:24])([O-])=O. No catalyst specified. The product is [C:1]([O:5][C:6]([N:8]1[CH2:13][CH2:12][N:11]([S:23]([C:18]2[CH:19]=[CH:20][CH:21]=[CH:22][C:17]=2[NH2:14])(=[O:25])=[O:24])[CH2:10][CH2:9]1)=[O:7])([CH3:4])([CH3:2])[CH3:3]. The yield is 0.820. (10) The reactants are [C:1]1(=[O:11])[O:6][C:4](=O)[C:3]2=[CH:7][CH:8]=[CH:9][CH:10]=[C:2]12.[NH2:12][CH2:13][CH2:14][O:15][CH2:16][CH2:17][OH:18]. The catalyst is C1(C)C=CC=CC=1. The product is [OH:18][CH2:17][CH2:16][O:15][CH2:14][CH2:13][N:12]1[C:1](=[O:11])[C:2]2=[CH:10][CH:9]=[CH:8][CH:7]=[C:3]2[C:4]1=[O:6]. The yield is 0.850.